Regression. Given two drug SMILES strings and cell line genomic features, predict the synergy score measuring deviation from expected non-interaction effect. From a dataset of NCI-60 drug combinations with 297,098 pairs across 59 cell lines. (1) Drug 2: CCC1(CC2CC(C3=C(CCN(C2)C1)C4=CC=CC=C4N3)(C5=C(C=C6C(=C5)C78CCN9C7C(C=CC9)(C(C(C8N6C=O)(C(=O)OC)O)OC(=O)C)CC)OC)C(=O)OC)O.OS(=O)(=O)O. Cell line: NCI-H460. Synergy scores: CSS=54.0, Synergy_ZIP=11.8, Synergy_Bliss=10.3, Synergy_Loewe=3.25, Synergy_HSA=8.22. Drug 1: C1=CC(=C2C(=C1NCCNCCO)C(=O)C3=C(C=CC(=C3C2=O)O)O)NCCNCCO. (2) Drug 1: CC12CCC3C(C1CCC2=O)CC(=C)C4=CC(=O)C=CC34C. Drug 2: CS(=O)(=O)OCCCCOS(=O)(=O)C. Cell line: SF-539. Synergy scores: CSS=29.9, Synergy_ZIP=0.805, Synergy_Bliss=3.63, Synergy_Loewe=3.28, Synergy_HSA=3.85.